From a dataset of Catalyst prediction with 721,799 reactions and 888 catalyst types from USPTO. Predict which catalyst facilitates the given reaction. (1) Product: [F:3][C:4]1[CH:5]=[CH:6][C:7]([C:8]([N:10]([CH3:22])[CH2:11][CH2:12][C:13]2[O:14][C:15]([CH3:18])=[CH:16][CH:17]=2)=[O:9])=[CH:19][CH:20]=1. The catalyst class is: 1. Reactant: [H-].[Na+].[F:3][C:4]1[CH:20]=[CH:19][C:7]([C:8]([NH:10][CH2:11][CH2:12][C:13]2[O:14][C:15]([CH3:18])=[CH:16][CH:17]=2)=[O:9])=[CH:6][CH:5]=1.I[CH3:22]. (2) Reactant: [C:1]([N:20]1[C:28]2[CH:27]=[C:26]([NH:29]C(=O)OC)[N:25]=[CH:24][C:23]=2[C:22]([NH:34][C:35](=[O:44])[O:36][CH2:37]C2C=CC=CC=2)=[N:21]1)([C:14]1[CH:19]=[CH:18][CH:17]=[CH:16][CH:15]=1)([C:8]1[CH:13]=[CH:12][CH:11]=[CH:10][CH:9]=1)[C:2]1[CH:7]=[CH:6][CH:5]=[CH:4][CH:3]=1. Product: [NH2:29][C:26]1[N:25]=[CH:24][C:23]2[C:22]([NH:34][C:35](=[O:44])[O:36][CH3:37])=[N:21][N:20]([C:1]([C:8]3[CH:9]=[CH:10][CH:11]=[CH:12][CH:13]=3)([C:14]3[CH:19]=[CH:18][CH:17]=[CH:16][CH:15]=3)[C:2]3[CH:3]=[CH:4][CH:5]=[CH:6][CH:7]=3)[C:28]=2[CH:27]=1. The catalyst class is: 407. (3) Reactant: [NH2:1][C:2]1[CH:3]=[C:4]([CH:21]=[CH:22][C:23]=1[O:24][CH:25]1[CH2:27][CH2:26]1)[C:5]([NH:7][C:8]1[CH:9]=[N:10][C:11]([C:14]2[CH:19]=[CH:18][CH:17]=[CH:16][C:15]=2[F:20])=[CH:12][CH:13]=1)=[O:6].[CH3:28][N:29]([CH3:36])[C:30]1([C:33](O)=[O:34])[CH2:32][CH2:31]1.C1CN([P+](ON2N=NC3C=CC=CC2=3)(N2CCCC2)N2CCCC2)CC1.F[P-](F)(F)(F)(F)F.C(N(C(C)C)C(C)C)C. Product: [CH:25]1([O:24][C:23]2[CH:22]=[CH:21][C:4]([C:5]([NH:7][C:8]3[CH:9]=[N:10][C:11]([C:14]4[CH:19]=[CH:18][CH:17]=[CH:16][C:15]=4[F:20])=[CH:12][CH:13]=3)=[O:6])=[CH:3][C:2]=2[NH:1][C:33]([C:30]2([N:29]([CH3:36])[CH3:28])[CH2:32][CH2:31]2)=[O:34])[CH2:26][CH2:27]1. The catalyst class is: 3. (4) Reactant: [NH2:1][C@@H:2]([C:6]([OH:8])=[O:7])[C@H:3]([CH3:5])[OH:4].C([O-])(O)=O.[Na+].[CH2:14]([O:20][C:21](N1C=CC=CC1=O)=[O:22])[CH2:15][CH2:16][CH2:17][CH2:18][CH3:19]. Product: [OH:4][C@@H:3]([CH3:5])[C@@H:2]([NH:1][C:21]([O:20][CH2:14][CH2:15][CH2:16][CH2:17][CH2:18][CH3:19])=[O:22])[C:6]([OH:8])=[O:7]. The catalyst class is: 90. (5) Reactant: [Cl:1][C:2]1[CH:7]=[C:6]([Cl:8])[CH:5]=[CH:4][C:3]=1[CH:9]([C:16]1[C:24]2[C:19](=[C:20]([CH2:25][S:26][CH3:27])[CH:21]=[CH:22][CH:23]=2)[NH:18][CH:17]=1)[CH2:10][C:11](OCC)=[O:12].[H-].[Al+3].[Li+].[H-].[H-].[H-].Cl. Product: [Cl:1][C:2]1[CH:7]=[C:6]([Cl:8])[CH:5]=[CH:4][C:3]=1[CH:9]([C:16]1[C:24]2[C:19](=[C:20]([CH2:25][S:26][CH3:27])[CH:21]=[CH:22][CH:23]=2)[NH:18][CH:17]=1)[CH2:10][CH2:11][OH:12]. The catalyst class is: 7. (6) Reactant: [C:1]([N:4]1[C:13]2[C:8](=[CH:9][C:10]([C:14]3[CH:15]=[N:16][N:17]([CH2:19][CH2:20][N:21]([CH3:29])[C:22](=[O:28])[O:23][C:24]([CH3:27])([CH3:26])[CH3:25])[CH:18]=3)=[CH:11][CH:12]=2)[C@H:7]([NH2:30])[CH2:6][C@@H:5]1[CH3:31])(=[O:3])[CH3:2].I[C:33]1[CH:34]=[N:35][CH:36]=[CH:37][CH:38]=1.C1(P(C2CCCCC2)C2C=CC=CC=2C2C(N(C)C)=CC=CC=2)CCCCC1.CC(C)([O-])C.[Na+]. Product: [C:1]([N:4]1[C:13]2[C:8](=[CH:9][C:10]([C:14]3[CH:15]=[N:16][N:17]([CH2:19][CH2:20][N:21]([CH3:29])[C:22](=[O:28])[O:23][C:24]([CH3:25])([CH3:26])[CH3:27])[CH:18]=3)=[CH:11][CH:12]=2)[C@H:7]([NH:30][C:33]2[CH:34]=[N:35][CH:36]=[CH:37][CH:38]=2)[CH2:6][C@@H:5]1[CH3:31])(=[O:3])[CH3:2]. The catalyst class is: 62. (7) Reactant: C([O:3][C:4]([C@H:6]1[C@@H:11]([NH:12][S:13]([C:16]2[C:25]3[C:20](=[CH:21][CH:22]=[CH:23][CH:24]=3)[C:19]([NH:26][C:27](=[O:35])[C:28]3[CH:33]=[CH:32][CH:31]=[CH:30][C:29]=3[CH3:34])=[CH:18][CH:17]=2)(=[O:15])=[O:14])[CH2:10][CH2:9][N:8]([C:36](=[O:40])[CH2:37][CH2:38][CH3:39])[CH2:7]1)=[O:5])C.C(OC(N1CCC(N)CC1)=O)(C)(C)C.N(C(C)C)=C=O.[OH-].[Li+].O. Product: [C:36]([N:8]1[CH2:9][CH2:10][C@H:11]([NH:12][S:13]([C:16]2[C:25]3[C:20](=[CH:21][CH:22]=[CH:23][CH:24]=3)[C:19]([NH:26][C:27](=[O:35])[C:28]3[CH:33]=[CH:32][CH:31]=[CH:30][C:29]=3[CH3:34])=[CH:18][CH:17]=2)(=[O:14])=[O:15])[C@H:6]([C:4]([OH:5])=[O:3])[CH2:7]1)(=[O:40])[CH2:37][CH2:38][CH3:39]. The catalyst class is: 1. (8) Reactant: [Cl:1][C:2]1[CH:7]=[C:6]([Cl:8])[CH:5]=[CH:4][C:3]=1[CH2:9][CH2:10][NH:11][C:12]1[N:17]=[C:16]([O:18][CH3:19])[N:15]=[C:14]([C:20]2[CH:21]=[C:22]([CH:26]=[CH:27][CH:28]=2)[C:23](O)=[O:24])[CH:13]=1.C(N(C(C)C)CC)(C)C.Cl.[CH2:39]([O:41][C:42](=[O:45])[CH2:43][NH2:44])[CH3:40].O. Product: [CH2:39]([O:41][C:42](=[O:45])[CH2:43][NH:44][C:23](=[O:24])[C:22]1[CH:26]=[CH:27][CH:28]=[C:20]([C:14]2[CH:13]=[C:12]([NH:11][CH2:10][CH2:9][C:3]3[CH:4]=[CH:5][C:6]([Cl:8])=[CH:7][C:2]=3[Cl:1])[N:17]=[C:16]([O:18][CH3:19])[N:15]=2)[CH:21]=1)[CH3:40]. The catalyst class is: 9. (9) Reactant: [Cl:1][C:2]1[CH:10]=[CH:9][C:5]([C:6]([OH:8])=[O:7])=[CH:4][CH:3]=1.[C:11]([O:15][C:16](=[O:39])[N:17]([CH2:19][C@H:20]([C:29]1[CH:38]=[CH:37][C:36]2[C:31](=[CH:32][CH:33]=[CH:34][CH:35]=2)[CH:30]=1)[C@H:21](O)[C:22]1[CH:27]=[CH:26][CH:25]=[CH:24][CH:23]=1)[CH3:18])([CH3:14])([CH3:13])[CH3:12].C1(P(C2C=CC=CC=2)C2C=CC=CC=2)C=CC=CC=1.N(C(OC(C)C)=O)=NC(OC(C)C)=O. Product: [Cl:1][C:2]1[CH:10]=[CH:9][C:5]([C:6]([O:8][C@@H:21]([C:22]2[CH:27]=[CH:26][CH:25]=[CH:24][CH:23]=2)[C@@H:20]([C:29]2[CH:38]=[CH:37][C:36]3[C:31](=[CH:32][CH:33]=[CH:34][CH:35]=3)[CH:30]=2)[CH2:19][N:17]([C:16]([O:15][C:11]([CH3:14])([CH3:12])[CH3:13])=[O:39])[CH3:18])=[O:7])=[CH:4][CH:3]=1. The catalyst class is: 1.